From a dataset of Forward reaction prediction with 1.9M reactions from USPTO patents (1976-2016). Predict the product of the given reaction. The product is: [CH:5]1([C:7]([O:9][C:10]([CH3:13])([CH3:12])[CH3:11])=[O:8])[CH2:6][CH:4]1[C:14]([O:16][C:17]([CH3:18])([CH3:19])[CH3:20])=[O:15]. Given the reactants [BH4-].[Na+].Br[C:4]1([C:14]([O:16][C:17]([CH3:20])([CH3:19])[CH3:18])=[O:15])[CH2:6][CH:5]1[C:7]([O:9][C:10]([CH3:13])([CH3:12])[CH3:11])=[O:8], predict the reaction product.